Dataset: Full USPTO retrosynthesis dataset with 1.9M reactions from patents (1976-2016). Task: Predict the reactants needed to synthesize the given product. (1) Given the product [CH2:8]([O:17][C:16]1[C:11]([F:10])=[C:12]2[CH:20]=[CH:19][NH:18][C:13]2=[N:14][CH:15]=1)[CH3:9], predict the reactants needed to synthesize it. The reactants are: C(=O)([O-])[O-].[K+].[K+].Br[CH2:8][CH3:9].[F:10][C:11]1[C:16]([OH:17])=[CH:15][N:14]=[C:13]2[N:18]([Si](C(C)C)(C(C)C)C(C)C)[CH:19]=[CH:20][C:12]=12.O.C(#N)C. (2) Given the product [CH2:1]([NH:3][C:4](=[O:33])[NH:5][CH2:6][C:7]1[CH:12]=[CH:11][CH:10]=[C:9]([C:13]2[CH:18]=[CH:17][C:16]([C:19]([CH3:31])([CH3:30])[CH2:20][CH2:21][CH2:22][NH:23][C:24](=[O:29])[C:25]([CH3:27])([CH3:26])[CH3:28])=[CH:15][C:14]=2[O:32][CH3:36])[CH:8]=1)[CH3:2], predict the reactants needed to synthesize it. The reactants are: [CH2:1]([NH:3][C:4](=[O:33])[NH:5][CH2:6][C:7]1[CH:8]=[C:9]([C:13]2[CH:18]=[CH:17][C:16]([C:19]([CH3:31])([CH3:30])[CH2:20][CH2:21][CH2:22][NH:23][C:24](=[O:29])[C:25]([CH3:28])([CH3:27])[CH3:26])=[CH:15][C:14]=2[OH:32])[CH:10]=[CH:11][CH:12]=1)[CH3:2].IC.[C:36]([O-])([O-])=O.[K+].[K+]. (3) Given the product [CH2:23]([NH:22][C:20]([N:17]1[CH2:18][CH2:19][C@@H:15]([CH2:14][C:9]2[N:8]([C:5]3[CH:6]=[CH:7][C:2]([C:34]4[CH:43]=[C:42]5[C:37]([CH:38]=[CH:39][CH:40]=[N:41]5)=[CH:36][CH:35]=4)=[CH:3][C:4]=3[F:25])[C:12](=[O:13])[NH:11][N:10]=2)[CH2:16]1)=[O:21])[CH3:24], predict the reactants needed to synthesize it. The reactants are: Br[C:2]1[CH:7]=[CH:6][C:5]([N:8]2[C:12](=[O:13])[NH:11][N:10]=[C:9]2[CH2:14][C@@H:15]2[CH2:19][CH2:18][N:17]([C:20]([NH:22][CH2:23][CH3:24])=[O:21])[CH2:16]2)=[C:4]([F:25])[CH:3]=1.CC1(C)C(C)(C)OB([C:34]2[CH:43]=[C:42]3[C:37]([CH:38]=[CH:39][CH:40]=[N:41]3)=[CH:36][CH:35]=2)O1.C(=O)([O-])[O-].[K+].[K+].